From a dataset of Forward reaction prediction with 1.9M reactions from USPTO patents (1976-2016). Predict the product of the given reaction. (1) Given the reactants Br[C:2]1[CH:10]=[CH:9][C:8]([C:11]([OH:13])=O)=[C:7]2[C:3]=1[C:4](CNCC1C=CC(OC)=CC=1)=[CH:5][NH:6]2.CC[N:27]=C=NCCCN(C)C.C1C=CC2N(O)N=NC=2C=1, predict the reaction product. The product is: [NH:6]1[C:7]2[C:3](=[CH:2][CH:10]=[CH:9][C:8]=2[C:11]([NH2:27])=[O:13])[CH:4]=[CH:5]1. (2) Given the reactants [C:1]([C:4]1[S:8][C:7]([NH2:9])=[N:6][C:5]=1[CH3:10])(=[O:3])[CH3:2].[Cl:11][C:12]1[CH:17]=[C:16]([Cl:18])[CH:15]=[C:14]([CH3:19])[C:13]=1[S:20](Cl)(=[O:22])=[O:21], predict the reaction product. The product is: [C:1]([C:4]1[S:8][C:7]([NH:9][S:20]([C:13]2[C:14]([CH3:19])=[CH:15][C:16]([Cl:18])=[CH:17][C:12]=2[Cl:11])(=[O:22])=[O:21])=[N:6][C:5]=1[CH3:10])(=[O:3])[CH3:2]. (3) Given the reactants [Br:1][C:2]1[CH:3]=[C:4]([CH:8]([OH:10])[CH3:9])[CH:5]=[N:6][CH:7]=1.[C:11]([O:14][CH:15]=[CH2:16])(=[O:13])[CH3:12], predict the reaction product. The product is: [Br:1][C:2]1[CH:3]=[C:4]([C@@H:8]([OH:10])[CH3:9])[CH:5]=[N:6][CH:7]=1.[C:11]([O:14][C@@H:15]([C:4]1[CH:5]=[N:6][CH:7]=[C:2]([Br:1])[CH:3]=1)[CH3:16])(=[O:13])[CH3:12]. (4) Given the reactants C[O:2][C:3](=[O:35])[CH2:4][O:5][C:6]1[CH:11]=[CH:10][CH:9]=[C:8]([NH:12][C:13]2[C:14]3[C:21]([C:22]4[CH:27]=[CH:26][C:25]([F:28])=[CH:24][CH:23]=4)=[C:20]([C:29]4[CH:34]=[CH:33][CH:32]=[CH:31][CH:30]=4)[O:19][C:15]=3[N:16]=[CH:17][N:18]=2)[CH:7]=1.[OH-].[Na+], predict the reaction product. The product is: [F:28][C:25]1[CH:24]=[CH:23][C:22]([C:21]2[C:14]3[C:13]([NH:12][C:8]4[CH:7]=[C:6]([CH:11]=[CH:10][CH:9]=4)[O:5][CH2:4][C:3]([OH:35])=[O:2])=[N:18][CH:17]=[N:16][C:15]=3[O:19][C:20]=2[C:29]2[CH:30]=[CH:31][CH:32]=[CH:33][CH:34]=2)=[CH:27][CH:26]=1. (5) Given the reactants [N:1]1([CH2:7][CH2:8][O:9][NH:10]C(=O)OC(C)(C)C)[CH2:6][CH2:5][O:4][CH2:3][CH2:2]1.[ClH:18], predict the reaction product. The product is: [ClH:18].[ClH:18].[NH2:10][O:9][CH2:8][CH2:7][N:1]1[CH2:6][CH2:5][O:4][CH2:3][CH2:2]1. (6) Given the reactants Br[C:2]1[CH:3]=[C:4]([SH:8])[CH:5]=[CH:6][CH:7]=1.Br[CH2:10][CH2:11][O:12][Si:13](O[Si:13]([CH3:15])([CH3:14])[O:12][CH2:11][CH2:10]Br)([CH3:15])[CH3:14].[C:24](=O)([O-])[O-].[K+].[K+].[Li]C[CH2:32][CH2:33][CH3:34].[N:35]([C:44]([O:46][C:47]([CH3:50])([CH3:49])[CH3:48])=[O:45])=[N:36][C:37]([O:39][C:40]([CH3:43])([CH3:42])[CH3:41])=[O:38], predict the reaction product. The product is: [Si:13]([O:12][CH2:11][CH2:10][S:8][C:4]1[CH:3]=[C:2]([N:35]([C:44]([O:46][C:47]([CH3:50])([CH3:49])[CH3:48])=[O:45])[NH:36][C:37]([O:39][C:40]([CH3:41])([CH3:42])[CH3:43])=[O:38])[CH:7]=[CH:6][CH:5]=1)([C:33]([CH3:32])([CH3:34])[CH3:24])([CH3:15])[CH3:14].